This data is from Full USPTO retrosynthesis dataset with 1.9M reactions from patents (1976-2016). The task is: Predict the reactants needed to synthesize the given product. (1) The reactants are: [F:1][C:2]1[CH:3]=[CH:4][CH:5]=[C:6]2[C:11]=1[N:10]=[C:9](N)[C:8]([C:13]1[CH:18]=[CH:17][CH:16]=[CH:15][C:14]=1[S:19]([CH3:22])(=[O:21])=[O:20])=[CH:7]2.Cl.N([O-])=[O:25].[Na+]. Given the product [F:1][C:2]1[CH:3]=[CH:4][CH:5]=[C:6]2[C:11]=1[NH:10][C:9](=[O:25])[C:8]([C:13]1[CH:18]=[CH:17][CH:16]=[CH:15][C:14]=1[S:19]([CH3:22])(=[O:21])=[O:20])=[CH:7]2, predict the reactants needed to synthesize it. (2) Given the product [C:1]([OH:6])(=[O:5])[CH:2]([CH3:4])[OH:3].[F:7][C:8]1[CH:9]=[C:10]2[C:15](=[CH:16][C:17]=1[N:18]1[CH2:23][CH2:22][NH:21][CH2:20][CH2:19]1)[N:14]1[C@@H:24]([CH3:26])[S:25][C:13]1=[C:12]([C:27]([OH:29])=[O:28])[C:11]2=[O:30], predict the reactants needed to synthesize it. The reactants are: [C:1]([OH:6])(=[O:5])[CH:2]([CH3:4])[OH:3].[F:7][C:8]1[CH:9]=[C:10]2[C:15](=[CH:16][C:17]=1[N:18]1[CH2:23][CH2:22][NH:21][CH2:20][CH2:19]1)[N:14]1[C@@H:24]([CH3:26])[S:25][C:13]1=[C:12]([C:27]([OH:29])=[O:28])[C:11]2=[O:30].